Dataset: Catalyst prediction with 721,799 reactions and 888 catalyst types from USPTO. Task: Predict which catalyst facilitates the given reaction. (1) Reactant: [N:1]1([C:5]2[O:9][N:8]=[C:7]([C:10]3[CH:15]=[CH:14][C:13]([CH3:16])=[C:12]([N+:17]([O-])=O)[CH:11]=3)[N:6]=2)[CH2:4][CH2:3][CH2:2]1.O.O.Cl[Sn]Cl. Product: [N:1]1([C:5]2[O:9][N:8]=[C:7]([C:10]3[CH:15]=[CH:14][C:13]([CH3:16])=[C:12]([CH:11]=3)[NH2:17])[N:6]=2)[CH2:4][CH2:3][CH2:2]1. The catalyst class is: 8. (2) Reactant: [NH2:1][C:2]1[CH:30]=[CH:29][C:5]2[NH:6][C:7]([C:12]3[C:13](=[O:28])[N:14]([CH2:23][CH2:24][CH:25]([CH3:27])[CH3:26])[C:15]4[C:20]([C:21]=3[OH:22])=[CH:19][CH:18]=[CH:17][N:16]=4)=[N:8][S:9](=[O:11])(=[O:10])[C:4]=2[CH:3]=1.[N+:31]([C:34]1[CH:39]=[CH:38][CH:37]=[CH:36][C:35]=1[S:40](Cl)(=[O:42])=[O:41])([O-:33])=[O:32]. Product: [OH:22][C:21]1[C:20]2[C:15](=[N:16][CH:17]=[CH:18][CH:19]=2)[N:14]([CH2:23][CH2:24][CH:25]([CH3:27])[CH3:26])[C:13](=[O:28])[C:12]=1[C:7]1[NH:6][C:5]2[CH:29]=[CH:30][C:2]([NH:1][S:40]([C:35]3[CH:36]=[CH:37][CH:38]=[CH:39][C:34]=3[N+:31]([O-:33])=[O:32])(=[O:41])=[O:42])=[CH:3][C:4]=2[S:9](=[O:11])(=[O:10])[N:8]=1. The catalyst class is: 17. (3) Reactant: Cl.O1CCOCC1.Cl[C:9]1[N:14]=[C:13]([C:15]2[CH:20]=[CH:19][C:18]([F:21])=[CH:17][C:16]=2[F:22])[C:12]([F:23])=[CH:11][N:10]=1.[CH3:24][O:25][CH2:26][CH2:27][S:28][CH2:29][C:30]1[CH:31]=[C:32]([CH:34]=[C:35]([C:37]([F:40])([F:39])[F:38])[CH:36]=1)[NH2:33]. Product: [F:22][C:16]1[CH:17]=[C:18]([F:21])[CH:19]=[CH:20][C:15]=1[C:13]1[C:12]([F:23])=[CH:11][N:10]=[C:9]([NH:33][C:32]2[CH:34]=[C:35]([C:37]([F:38])([F:39])[F:40])[CH:36]=[C:30]([CH2:29][S:28][CH2:27][CH2:26][O:25][CH3:24])[CH:31]=2)[N:14]=1. The catalyst class is: 51. (4) Reactant: [CH:1]1[CH:6]=CC(COC(/N=N/C(OC[C:1]2[CH:6]=CC=[CH:3][CH:2]=2)=O)=O)=[CH:3][CH:2]=1.C1C=CC(P(C2C=CC=CC=2)C2C=CC=CC=2)=CC=1.[C:42]([C:44]1[CH:49]=[CH:48][C:47](O)=[CH:46][CH:45]=1)#[N:43]. Product: [C:44]1([C:42]#[N:43])[C:49]2[C:48](=[CH:6][CH:1]=[CH:2][CH:3]=2)[CH:47]=[CH:46][CH:45]=1. The catalyst class is: 1. (5) The catalyst class is: 79. Product: [C:39]([O:19][C@H:18]([C:20]1[CH:25]=[CH:24][C:23]([F:26])=[CH:22][CH:21]=1)[C:17]([N:13]1[C@H:12]([C:10](=[O:11])[NH:9][CH2:8][C:6]2[CH:7]=[C:2]([Cl:1])[CH:3]=[CH:4][C:5]=2[N:28]2[CH:32]=[N:31][N:30]=[N:29]2)[CH2:16][CH:15]=[N:14]1)=[O:27])(=[O:46])[C:40]1[CH:45]=[CH:44][CH:43]=[CH:42][CH:41]=1. Reactant: [Cl:1][C:2]1[CH:3]=[CH:4][C:5]([N:28]2[CH:32]=[N:31][N:30]=[N:29]2)=[C:6]([CH2:8][NH:9][C:10]([C@@H:12]2[CH2:16][CH:15]=[N:14][N:13]2[C:17](=[O:27])[C@@H:18]([C:20]2[CH:25]=[CH:24][C:23]([F:26])=[CH:22][CH:21]=2)[OH:19])=[O:11])[CH:7]=1.N1C=CC=CC=1.[C:39](Cl)(=[O:46])[C:40]1[CH:45]=[CH:44][CH:43]=[CH:42][CH:41]=1. (6) Reactant: Cl.[Cl:2][C:3]1[CH:30]=[CH:29][CH:28]=[C:27]([Cl:31])[C:4]=1[C:5]([NH:7][C@H:8]([C:23]([O:25]C)=[O:24])[CH2:9][C:10]1[CH:15]=[CH:14][C:13]([O:16][CH:17]2[CH2:22][CH2:21][NH:20][CH2:19][CH2:18]2)=[CH:12][CH:11]=1)=[O:6].CN1CCOCC1.[F:39][C:40]1[CH:48]=[CH:47][C:43]([C:44](Cl)=[O:45])=[CH:42][C:41]=1[CH3:49].O[Li].O. Product: [Cl:31][C:27]1[CH:28]=[CH:29][CH:30]=[C:3]([Cl:2])[C:4]=1[C:5]([NH:7][C@H:8]([C:23]([OH:25])=[O:24])[CH2:9][C:10]1[CH:11]=[CH:12][C:13]([O:16][CH:17]2[CH2:22][CH2:21][N:20]([C:44](=[O:45])[C:43]3[CH:47]=[CH:48][C:40]([F:39])=[C:41]([CH3:49])[CH:42]=3)[CH2:19][CH2:18]2)=[CH:14][CH:15]=1)=[O:6]. The catalyst class is: 47. (7) Reactant: [Cl:1][C:2]1[CH:14]=[C:13]([Cl:15])[C:12]([O:16][C:17]2[N:21]([CH3:22])[N:20]=[C:19]([CH3:23])[C:18]=2/[CH:24]=[N:25]/[OH:26])=[CH:11][C:3]=1[O:4][C@@H:5]([CH3:10])[C:6]([O:8][CH3:9])=[O:7].[H-].[Na+].Cl[CH2:30][C:31](=[O:33])[CH3:32].O. Product: [Cl:1][C:2]1[CH:14]=[C:13]([Cl:15])[C:12]([O:16][C:17]2[N:21]([CH3:22])[N:20]=[C:19]([CH3:23])[C:18]=2/[CH:24]=[N:25]/[O:26][CH2:30][C:31](=[O:33])[CH3:32])=[CH:11][C:3]=1[O:4][C@@H:5]([CH3:10])[C:6]([O:8][CH3:9])=[O:7]. The catalyst class is: 9. (8) Reactant: Cl.[F:2][C:3]([F:28])([F:27])[O:4][C:5]1[CH:10]=[CH:9][C:8]([C:11]2[CH:16]=[CH:15][CH:14]=[C:13]([C@H:17]3[CH2:21][C:20]4([CH2:26][CH2:25][NH:24][CH2:23][CH2:22]4)[O:19][CH2:18]3)[CH:12]=2)=[CH:7][CH:6]=1.C(=O)(O)[O-].[Na+].Cl[C:35]([O:37][C:38]1[CH:43]=[CH:42][C:41]([N+:44]([O-:46])=[O:45])=[CH:40][CH:39]=1)=[O:36]. Product: [F:28][C:3]([F:2])([F:27])[O:4][C:5]1[CH:10]=[CH:9][C:8]([C:11]2[CH:16]=[CH:15][CH:14]=[C:13]([C@H:17]3[CH2:21][C:20]4([CH2:22][CH2:23][N:24]([C:35]([O:37][C:38]5[CH:39]=[CH:40][C:41]([N+:44]([O-:46])=[O:45])=[CH:42][CH:43]=5)=[O:36])[CH2:25][CH2:26]4)[O:19][CH2:18]3)[CH:12]=2)=[CH:7][CH:6]=1. The catalyst class is: 155. (9) Reactant: [C:1]([C:3]1[CH:8]=[CH:7][CH:6]=[CH:5][C:4]=1[CH2:9][C:10]([O:12][CH3:13])=[O:11])#[CH:2].C(N(CC)CC)C.Cl[C:22]1[C:27]([C:28]([F:31])([F:30])[F:29])=[CH:26][N:25]=[C:24]([NH:32][C:33]2[CH:38]=[CH:37][C:36]([N:39]3[CH2:44][CH2:43][N:42]([C:45]([O:47][C:48]([CH3:51])([CH3:50])[CH3:49])=[O:46])[CH2:41][CH2:40]3)=[CH:35][CH:34]=2)[N:23]=1.C1(P(C2C=CC=CC=2)C2C=CC=CC=2)C=CC=CC=1. Product: [CH3:13][O:12][C:10](=[O:11])[CH2:9][C:4]1[CH:5]=[CH:6][CH:7]=[CH:8][C:3]=1[C:1]#[C:2][C:26]1[C:27]([C:28]([F:30])([F:29])[F:31])=[CH:22][N:23]=[C:24]([NH:32][C:33]2[CH:34]=[CH:35][C:36]([N:39]3[CH2:40][CH2:41][N:42]([C:45]([O:47][C:48]([CH3:51])([CH3:50])[CH3:49])=[O:46])[CH2:43][CH2:44]3)=[CH:37][CH:38]=2)[N:25]=1. The catalyst class is: 122. (10) Reactant: [Si:1]([O:8][C:9]1[CH:10]=[CH:11][C:12]2[CH2:18][C:17]([CH2:33][CH2:34]O)([C:19]3[CH:24]=[CH:23][C:22]([O:25][Si:26]([C:29]([CH3:32])([CH3:31])[CH3:30])([CH3:28])[CH3:27])=[CH:21][CH:20]=3)[CH2:16][CH2:15][CH2:14][C:13]=2[CH:36]=1)([C:4]([CH3:7])([CH3:6])[CH3:5])([CH3:3])[CH3:2].[N+:37]([C:40]1[CH:45]=[CH:44][CH:43]=[CH:42][C:41]=1[Se:46]C#N)([O-:39])=[O:38].C(P(CCCC)CCCC)CCC. Product: [Si:1]([O:8][C:9]1[CH:10]=[CH:11][C:12]2[CH2:18][C:17]([C:19]3[CH:24]=[CH:23][C:22]([O:25][Si:26]([C:29]([CH3:31])([CH3:30])[CH3:32])([CH3:28])[CH3:27])=[CH:21][CH:20]=3)([CH2:33][CH2:34][Se:46][C:41]3[CH:42]=[CH:43][CH:44]=[CH:45][C:40]=3[N+:37]([O-:39])=[O:38])[CH2:16][CH2:15][CH2:14][C:13]=2[CH:36]=1)([C:4]([CH3:6])([CH3:5])[CH3:7])([CH3:2])[CH3:3]. The catalyst class is: 1.